This data is from Peptide-MHC class II binding affinity with 134,281 pairs from IEDB. The task is: Regression. Given a peptide amino acid sequence and an MHC pseudo amino acid sequence, predict their binding affinity value. This is MHC class II binding data. (1) The peptide sequence is KTLGVNMVRRGVRSL. The MHC is DRB3_0101 with pseudo-sequence DRB3_0101. The binding affinity (normalized) is 0.296. (2) The peptide sequence is SDDQISIMKLPLSTK. The MHC is DRB1_1302 with pseudo-sequence DRB1_1302. The binding affinity (normalized) is 0.0559. (3) The peptide sequence is ATSLDTMAQMNQAFR. The MHC is HLA-DPA10201-DPB10101 with pseudo-sequence HLA-DPA10201-DPB10101. The binding affinity (normalized) is 0.129. (4) The peptide sequence is GFIGFCKSMGSKCVR. The MHC is DRB1_0405 with pseudo-sequence DRB1_0405. The binding affinity (normalized) is 0.606. (5) The peptide sequence is LFLHLVGFPTHRHIQ. The MHC is DRB1_0802 with pseudo-sequence DRB1_0802. The binding affinity (normalized) is 0.256. (6) The peptide sequence is NDVSTYASGKVWGQK. The MHC is HLA-DQA10401-DQB10402 with pseudo-sequence HLA-DQA10401-DQB10402. The binding affinity (normalized) is 0.282.